From a dataset of Full USPTO retrosynthesis dataset with 1.9M reactions from patents (1976-2016). Predict the reactants needed to synthesize the given product. (1) Given the product [Cl:1][C:2]1[CH:11]=[CH:10][C:9]2[C:4](=[C:5]([NH:20][C:21]3[N:22]=[C:23]([CH3:26])[S:24][CH:25]=3)[N:6]=[CH:7][CH:8]=2)[N:3]=1, predict the reactants needed to synthesize it. The reactants are: [Cl:1][C:2]1[CH:11]=[CH:10][C:9]2[C:4](=[C:5](OS(C(F)(F)F)(=O)=O)[N:6]=[CH:7][CH:8]=2)[N:3]=1.[NH2:20][C:21]1[N:22]=[C:23]([CH3:26])[S:24][CH:25]=1. (2) The reactants are: [NH:1]1[CH2:4][CH:3]([C:5]([OH:7])=[O:6])[CH2:2]1.C(N(CC)CC)C.[CH2:15]([O:22][C:23](ON1C(=O)CCC1=O)=[O:24])[C:16]1[CH:21]=[CH:20][CH:19]=[CH:18][CH:17]=1. Given the product [CH2:15]([O:22][C:23]([N:1]1[CH2:4][CH:3]([C:5]([OH:7])=[O:6])[CH2:2]1)=[O:24])[C:16]1[CH:21]=[CH:20][CH:19]=[CH:18][CH:17]=1, predict the reactants needed to synthesize it.